From a dataset of NCI-60 drug combinations with 297,098 pairs across 59 cell lines. Regression. Given two drug SMILES strings and cell line genomic features, predict the synergy score measuring deviation from expected non-interaction effect. (1) Drug 2: CN1C2=C(C=C(C=C2)N(CCCl)CCCl)N=C1CCCC(=O)O.Cl. Cell line: RPMI-8226. Drug 1: CC1=C2C(C(=O)C3(C(CC4C(C3C(C(C2(C)C)(CC1OC(=O)C(C(C5=CC=CC=C5)NC(=O)OC(C)(C)C)O)O)OC(=O)C6=CC=CC=C6)(CO4)OC(=O)C)OC)C)OC. Synergy scores: CSS=86.8, Synergy_ZIP=10.9, Synergy_Bliss=10.9, Synergy_Loewe=-12.8, Synergy_HSA=9.92. (2) Drug 1: CC12CCC(CC1=CCC3C2CCC4(C3CC=C4C5=CN=CC=C5)C)O. Drug 2: COCCOC1=C(C=C2C(=C1)C(=NC=N2)NC3=CC=CC(=C3)C#C)OCCOC.Cl. Cell line: SK-OV-3. Synergy scores: CSS=15.4, Synergy_ZIP=2.97, Synergy_Bliss=9.15, Synergy_Loewe=6.18, Synergy_HSA=9.01. (3) Drug 1: CCC1(CC2CC(C3=C(CCN(C2)C1)C4=CC=CC=C4N3)(C5=C(C=C6C(=C5)C78CCN9C7C(C=CC9)(C(C(C8N6C=O)(C(=O)OC)O)OC(=O)C)CC)OC)C(=O)OC)O.OS(=O)(=O)O. Drug 2: N.N.Cl[Pt+2]Cl. Cell line: UO-31. Synergy scores: CSS=28.9, Synergy_ZIP=-8.30, Synergy_Bliss=-0.956, Synergy_Loewe=0.116, Synergy_HSA=0.150. (4) Drug 1: C1CC(C1)(C(=O)O)C(=O)O.[NH2-].[NH2-].[Pt+2]. Drug 2: CCN(CC)CCCC(C)NC1=C2C=C(C=CC2=NC3=C1C=CC(=C3)Cl)OC. Cell line: HL-60(TB). Synergy scores: CSS=63.5, Synergy_ZIP=-3.17, Synergy_Bliss=-2.29, Synergy_Loewe=0.788, Synergy_HSA=0.910. (5) Drug 1: C1=CC(=CC=C1CCC2=CNC3=C2C(=O)NC(=N3)N)C(=O)NC(CCC(=O)O)C(=O)O. Drug 2: CC1=C2C(C(=O)C3(C(CC4C(C3C(C(C2(C)C)(CC1OC(=O)C(C(C5=CC=CC=C5)NC(=O)OC(C)(C)C)O)O)OC(=O)C6=CC=CC=C6)(CO4)OC(=O)C)O)C)O. Cell line: NCI-H460. Synergy scores: CSS=31.8, Synergy_ZIP=-10.2, Synergy_Bliss=-12.3, Synergy_Loewe=-9.80, Synergy_HSA=-6.97. (6) Drug 1: C1=CC(=CC=C1CCC2=CNC3=C2C(=O)NC(=N3)N)C(=O)NC(CCC(=O)O)C(=O)O. Drug 2: CC=C1C(=O)NC(C(=O)OC2CC(=O)NC(C(=O)NC(CSSCCC=C2)C(=O)N1)C(C)C)C(C)C. Cell line: MDA-MB-435. Synergy scores: CSS=42.5, Synergy_ZIP=2.43, Synergy_Bliss=5.23, Synergy_Loewe=-10.8, Synergy_HSA=6.43. (7) Drug 1: CC12CCC3C(C1CCC2=O)CC(=C)C4=CC(=O)C=CC34C. Drug 2: CN(C(=O)NC(C=O)C(C(C(CO)O)O)O)N=O. Cell line: SNB-75. Synergy scores: CSS=18.2, Synergy_ZIP=-2.84, Synergy_Bliss=-0.697, Synergy_Loewe=-8.20, Synergy_HSA=0.483.